Dataset: Forward reaction prediction with 1.9M reactions from USPTO patents (1976-2016). Task: Predict the product of the given reaction. (1) Given the reactants Br[CH:2](Br)[C:3]([C:5]([F:8])([F:7])[F:6])=[O:4].C([O-])(=O)C.[Na+].[NH:15]([C:17]1[C:22]([F:23])=[CH:21][C:20]([Cl:24])=[CH:19][N:18]=1)[NH2:16], predict the reaction product. The product is: [Cl:24][C:20]1[CH:21]=[C:22]([F:23])[C:17]([NH:15][N:16]=[CH:2][C:3](=[O:4])[C:5]([F:8])([F:7])[F:6])=[N:18][CH:19]=1. (2) Given the reactants [C:1]([C:3]1[CH:4]=[CH:5][C:6]([F:19])=[C:7]2[C:11]=1[NH:10][CH:9]=[C:8]2/[CH:12]=[CH:13]/[C:14]([O:16][CH2:17][CH3:18])=[O:15])#[N:2], predict the reaction product. The product is: [C:1]([C:3]1[CH:4]=[CH:5][C:6]([F:19])=[C:7]2[C:11]=1[NH:10][CH:9]=[C:8]2[CH2:12][CH2:13][C:14]([O:16][CH2:17][CH3:18])=[O:15])#[N:2]. (3) Given the reactants [C:1]12([N:6](C(OC(C)(C)C)=O)[NH:7]C(OC(C)(C)C)=O)[CH2:5][CH:3]([CH2:4]1)[CH2:2]2.[ClH:22], predict the reaction product. The product is: [ClH:22].[ClH:22].[C:1]12([NH:6][NH2:7])[CH2:5][CH:3]([CH2:4]1)[CH2:2]2. (4) Given the reactants [Si]([O:8][C:9]1[CH:17]=[C:16]2[C:12]([C:13]([C:18](=[O:35])[CH:19]([NH:26][C:27]3[CH:32]=[CH:31][CH:30]=[C:29]([O:33][CH3:34])[CH:28]=3)[C:20]3[CH:25]=[CH:24][CH:23]=[CH:22][CH:21]=3)=[CH:14][NH:15]2)=[CH:11][CH:10]=1)(C(C)(C)C)(C)C.[F-].[Cs+], predict the reaction product. The product is: [OH:8][C:9]1[CH:17]=[C:16]2[C:12]([C:13]([C:18](=[O:35])[CH:19]([NH:26][C:27]3[CH:32]=[CH:31][CH:30]=[C:29]([O:33][CH3:34])[CH:28]=3)[C:20]3[CH:21]=[CH:22][CH:23]=[CH:24][CH:25]=3)=[CH:14][NH:15]2)=[CH:11][CH:10]=1. (5) Given the reactants [Br:1][C:2]1[CH:16]=[CH:15][C:5]([C:6]([NH:8][CH:9](O)[C:10]([Cl:13])([Cl:12])[Cl:11])=[O:7])=[CH:4][CH:3]=1.P(Cl)(Cl)(Cl)(Cl)Cl.BrC1C=CC(C(NC(Cl)C(Cl)(Cl)Cl)=O)=CC=1.[Cl:39][C:40]1[CH:46]=[CH:45][C:43]([NH2:44])=[CH:42][CH:41]=1, predict the reaction product. The product is: [Br:1][C:2]1[CH:16]=[CH:15][C:5]([C:6]([NH:8][CH:9]([NH:44][C:43]2[CH:45]=[CH:46][C:40]([Cl:39])=[CH:41][CH:42]=2)[C:10]([Cl:13])([Cl:12])[Cl:11])=[O:7])=[CH:4][CH:3]=1.